From a dataset of Forward reaction prediction with 1.9M reactions from USPTO patents (1976-2016). Predict the product of the given reaction. (1) Given the reactants [F:1][C:2]1[CH:8]=[CH:7][C:5]([NH2:6])=[CH:4][CH:3]=1.C[O:10][C:11]([C:13]1[C:18]([CH2:19][CH:20]=O)=[CH:17][C:16]([CH2:22][O:23][C:24]2[CH:29]=[CH:28][CH:27]=[CH:26][CH:25]=2)=[CH:15][N:14]=1)=O.C(O[BH-](OC(=O)C)OC(=O)C)(=O)C.[Na+].C(O)(=O)C, predict the reaction product. The product is: [F:1][C:2]1[CH:8]=[CH:7][C:5]([N:6]2[C:11](=[O:10])[C:13]3[N:14]=[CH:15][C:16]([CH2:22][O:23][C:24]4[CH:29]=[CH:28][CH:27]=[CH:26][CH:25]=4)=[CH:17][C:18]=3[CH2:19][CH2:20]2)=[CH:4][CH:3]=1. (2) Given the reactants [N+:1]([C:4]1[CH:17]=[CH:16][C:7]([O:8][C:9]2[CH:14]=[CH:13][N:12]=[C:11]([NH2:15])[CH:10]=2)=[CH:6][CH:5]=1)([O-:3])=[O:2].[CH2:18]([N:20]([CH2:23]C)CC)C.Cl[C:26]([O:28][C:29]1[CH:34]=CC=CC=1)=O.[O:35]1CCCC1, predict the reaction product. The product is: [N+:1]([C:4]1[CH:17]=[CH:16][C:7]([O:8][C:9]2[CH:14]=[CH:13][N:12]=[C:11]([NH:15][C:18]([N:20]3[CH2:23][CH2:26][O:28][CH2:29][CH2:34]3)=[O:35])[CH:10]=2)=[CH:6][CH:5]=1)([O-:3])=[O:2]. (3) Given the reactants Br[CH2:2][CH2:3][CH2:4][O:5][C:6]1[CH:11]=[CH:10][C:9]([C:12]2[C:13]3[CH:20]=[CH:19][CH:18]=[CH:17][C:14]=3[S:15][CH:16]=2)=[CH:8][CH:7]=1.C(=O)([O-])[O-].[K+].[K+].[C:27](#[N:29])[CH3:28].CO, predict the reaction product. The product is: [S:15]1[CH:16]=[C:12]([C:9]2[CH:10]=[CH:11][C:6]([O:5][CH2:4][CH2:3][CH2:2][N:29]3[CH2:8][CH2:7][CH2:6][CH2:11][CH2:28][CH2:27]3)=[CH:7][CH:8]=2)[C:13]2[CH:20]=[CH:19][CH:18]=[CH:17][C:14]1=2. (4) Given the reactants [NH:1]1[CH2:6][CH2:5][CH2:4][C@H:3]([CH2:7][N:8]2[C:12]3[CH:13]=[CH:14][CH:15]=[CH:16][C:11]=3[N:10]=[C:9]2[CH2:17][N:18]2[C@H:31]3[C@H:22]([CH2:23][CH2:24][C:25]4[C:30]3=[N:29][CH:28]=[CH:27][CH:26]=4)[CH2:21][CH2:20][CH2:19]2)[CH2:2]1.C=O.[C:34](O)(=O)C.C(O[BH-](OC(=O)C)OC(=O)C)(=O)C.[Na+], predict the reaction product. The product is: [CH3:34][N:1]1[CH2:6][CH2:5][CH2:4][C@H:3]([CH2:7][N:8]2[C:12]3[CH:13]=[CH:14][CH:15]=[CH:16][C:11]=3[N:10]=[C:9]2[CH2:17][N:18]2[C@H:31]3[C@H:22]([CH2:23][CH2:24][C:25]4[C:30]3=[N:29][CH:28]=[CH:27][CH:26]=4)[CH2:21][CH2:20][CH2:19]2)[CH2:2]1. (5) Given the reactants [F:1][C:2]([F:25])([F:24])[C:3]([C:6]1[CH:11]=[CH:10][C:9]([C:12]2[N:16]=[C:15]([C:17]3[CH:18]=[CH:19][C:20](=[O:23])[NH:21][CH:22]=3)[O:14][N:13]=2)=[CH:8][CH:7]=1)([CH3:5])[CH3:4].CS(O[CH2:31][C:32]1[CH:37]=[CH:36][CH:35]=[C:34]([CH2:38][C:39]([OH:42])([CH3:41])[CH3:40])[CH:33]=1)(=O)=O, predict the reaction product. The product is: [OH:42][C:39]([CH3:41])([CH3:40])[CH2:38][C:34]1[CH:33]=[C:32]([CH:37]=[CH:36][CH:35]=1)[CH2:31][N:21]1[CH:22]=[C:17]([C:15]2[O:14][N:13]=[C:12]([C:9]3[CH:10]=[CH:11][C:6]([C:3]([CH3:5])([CH3:4])[C:2]([F:1])([F:24])[F:25])=[CH:7][CH:8]=3)[N:16]=2)[CH:18]=[CH:19][C:20]1=[O:23]. (6) Given the reactants [N+:1]([C:4]1[CH:9]=[CH:8][C:7](/[CH:10]=[CH:11]/[C:12]2[CH:17]=[CH:16][C:15]([N+:18]([O-])=O)=[CH:14][CH:13]=2)=[CH:6][CH:5]=1)([O-])=O.Cl[Sn]Cl.[OH-].[Na+], predict the reaction product. The product is: [NH2:1][C:4]1[CH:5]=[CH:6][C:7](/[CH:10]=[CH:11]/[C:12]2[CH:13]=[CH:14][C:15]([NH2:18])=[CH:16][CH:17]=2)=[CH:8][CH:9]=1. (7) Given the reactants [H-].[Na+].[F:3][C:4]1[CH:9]=[CH:8][C:7]([C:10]2[N:15]=[CH:14][C:13]([OH:16])=[CH:12][CH:11]=2)=[CH:6][CH:5]=1.[C:17]([O:21][C:22](=[O:38])[CH2:23]OC1C=NC(C2C=CC=CC=2F)=CC=1)([CH3:20])([CH3:19])[CH3:18].C(OC(=O)CBr)(C)(C)C, predict the reaction product. The product is: [C:17]([O:21][C:22](=[O:38])[CH2:23][O:16][C:13]1[CH:14]=[N:15][C:10]([C:7]2[CH:6]=[CH:5][C:4]([F:3])=[CH:9][CH:8]=2)=[CH:11][CH:12]=1)([CH3:20])([CH3:19])[CH3:18]. (8) Given the reactants Br[C:2]1[CH:3]=[C:4]([C:8]2[C:13]3[S:14][C:15]4[CH:20]=[CH:19][CH:18]=[CH:17][C:16]=4[C:12]=3[CH:11]=[CH:10][CH:9]=2)[CH:5]=[CH:6][CH:7]=1.[CH3:21][C:22]1([CH3:38])[C:26]([CH3:28])([CH3:27])[O:25][B:24]([B:24]2[O:25][C:26]([CH3:28])([CH3:27])[C:22]([CH3:38])([CH3:21])[O:23]2)[O:23]1.C([O-])(=O)C.[K+], predict the reaction product. The product is: [CH:11]1[C:12]2[C:16]3[CH:17]=[CH:18][CH:19]=[CH:20][C:15]=3[S:14][C:13]=2[C:8]([C:4]2[CH:3]=[C:2]([B:24]3[O:25][C:26]([CH3:28])([CH3:27])[C:22]([CH3:38])([CH3:21])[O:23]3)[CH:7]=[CH:6][CH:5]=2)=[CH:9][CH:10]=1. (9) The product is: [CH2:20]([N:12]([CH2:11][C:9]1[N:10]=[C:5]2[S:4][C:3]([CH3:23])=[C:2]([N:32]3[CH2:33][CH2:34][O:35][CH2:38][CH2:39]3)[N:6]2[C:7](=[O:22])[CH:8]=1)[C:13]1[CH:18]=[CH:17][C:16]([F:19])=[CH:15][CH:14]=1)[CH3:21]. Given the reactants Br[C:2]1[N:6]2[C:7](=[O:22])[CH:8]=[C:9]([CH2:11][N:12]([CH2:20][CH3:21])[C:13]3[CH:18]=[CH:17][C:16]([F:19])=[CH:15][CH:14]=3)[N:10]=[C:5]2[S:4][C:3]=1[CH3:23].P([O-])([O-])([O-])=O.[K+].[K+].[K+].[NH:32]1[CH2:39][CH2:38]C[C@H:33]1[C:34](O)=[O:35].N1CCOCC1, predict the reaction product. (10) The product is: [CH3:15][O:14][CH2:13][O:12][C:4]1[CH:3]=[C:2]([S:67][CH2:68][CH2:69][C:70]([O:72][CH3:73])=[O:71])[CH:7]=[N:6][C:5]=1[O:8][CH2:9][O:10][CH3:11]. Given the reactants Br[C:2]1[CH:3]=[C:4]([O:12][CH2:13][O:14][CH3:15])[C:5]([O:8][CH2:9][O:10][CH3:11])=[N:6][CH:7]=1.CCN(C(C)C)C(C)C.CC1(C)C2C(=C(P(C3C=CC=CC=3)C3C=CC=CC=3)C=CC=2)OC2C(P(C3C=CC=CC=3)C3C=CC=CC=3)=CC=CC1=2.[SH:67][CH2:68][CH2:69][C:70]([O:72][CH3:73])=[O:71], predict the reaction product.